From a dataset of Peptide-MHC class II binding affinity with 134,281 pairs from IEDB. Regression. Given a peptide amino acid sequence and an MHC pseudo amino acid sequence, predict their binding affinity value. This is MHC class II binding data. (1) The MHC is DRB1_1602 with pseudo-sequence DRB1_1602. The binding affinity (normalized) is 0.583. The peptide sequence is EKKYFAATQFEPLHA. (2) The peptide sequence is NISGYNYSLSAAVKA. The MHC is DRB1_0301 with pseudo-sequence DRB1_0301. The binding affinity (normalized) is 0.384. (3) The peptide sequence is AAATAGTMVYGAFAA. The MHC is HLA-DQA10501-DQB10301 with pseudo-sequence HLA-DQA10501-DQB10301. The binding affinity (normalized) is 0.693. (4) The peptide sequence is SLYNTVATLYCVHQRIDV. The MHC is DRB5_0101 with pseudo-sequence DRB5_0101. The binding affinity (normalized) is 0.326. (5) The peptide sequence is NKTKNKTNWKQTWTF. The MHC is DRB3_0101 with pseudo-sequence DRB3_0101. The binding affinity (normalized) is 0.390.